Task: Predict the reaction yield, written as a fraction of the theoretical maximum amount of product (1.0 means a 100% yield; for example, 0.34 means a 34% yield).. Dataset: Reaction yield outcomes from USPTO patents with 853,638 reactions (1) The reactants are [CH3:1][C:2]([CH3:34])([CH3:33])[CH2:3][C:4]([NH:6][C:7]1[C:8]([CH3:32])=[C:9]([CH3:31])[C:10]2[O:14][CH2:13][CH:12]([C:15]3[CH:20]=[CH:19][C:18]([CH:21]([CH3:28])[CH2:22][C:23]([O:25]CC)=[O:24])=[CH:17][CH:16]=3)[C:11]=2[C:29]=1[CH3:30])=[O:5].[OH-].[Na+].C1COCC1.Cl. The catalyst is CO. The product is [CH3:33][C:2]([CH3:1])([CH3:34])[CH2:3][C:4]([NH:6][C:7]1[C:8]([CH3:32])=[C:9]([CH3:31])[C:10]2[O:14][CH2:13][CH:12]([C:15]3[CH:20]=[CH:19][C:18]([CH:21]([CH3:28])[CH2:22][C:23]([OH:25])=[O:24])=[CH:17][CH:16]=3)[C:11]=2[C:29]=1[CH3:30])=[O:5]. The yield is 0.740. (2) The reactants are Br[C:2]1[CH:3]=[C:4]([N:8]2[C:12]3=[N:13][CH:14]=[C:15]([F:17])[CH:16]=[C:11]3[C:10]([C:18]([NH2:20])=[O:19])=[N:9]2)[CH:5]=[CH:6][CH:7]=1.[C:21]([C@:23]1([OH:30])[CH2:27][CH2:26][N:25]([CH3:28])[C:24]1=[O:29])#[CH:22]. No catalyst specified. The product is [F:17][C:15]1[CH:16]=[C:11]2[C:10]([C:18]([NH2:20])=[O:19])=[N:9][N:8]([C:4]3[CH:5]=[CH:6][CH:7]=[C:2]([C:22]#[C:21][C@:23]4([OH:30])[CH2:27][CH2:26][N:25]([CH3:28])[C:24]4=[O:29])[CH:3]=3)[C:12]2=[N:13][CH:14]=1. The yield is 0.310.